Dataset: Catalyst prediction with 721,799 reactions and 888 catalyst types from USPTO. Task: Predict which catalyst facilitates the given reaction. Reactant: [OH:1][CH:2]([CH2:16][CH2:17][CH2:18][CH2:19][CH2:20][CH3:21])[CH2:3][CH2:4][CH2:5][CH2:6][CH2:7][CH2:8][CH2:9][CH2:10][CH2:11][CH2:12][C:13]([OH:15])=[O:14].C(N(CC)CC)C.[N+:29]([C:32]1[CH:40]=[CH:39][C:35]([C:36](Cl)=[O:37])=[CH:34][CH:33]=1)([O-:31])=[O:30]. Product: [C:13]([CH2:12][CH2:11][CH2:10][CH2:9][CH2:8][CH2:7][CH2:6][CH2:5][CH2:4][CH2:3][CH:2]([O:1][C:36](=[O:37])[C:35]1[CH:34]=[CH:33][C:32]([N+:29]([O-:31])=[O:30])=[CH:40][CH:39]=1)[CH2:16][CH2:17][CH2:18][CH2:19][CH2:20][CH3:21])([OH:15])=[O:14]. The catalyst class is: 21.